The task is: Predict the reaction yield, written as a fraction of the theoretical maximum amount of product (1.0 means a 100% yield; for example, 0.34 means a 34% yield).. This data is from Reaction yield outcomes from USPTO patents with 853,638 reactions. (1) The yield is 0.700. The reactants are [Cl-].O[NH3+:3].[C:4](=[O:7])([O-])[OH:5].[Na+].CS(C)=O.[CH2:13]([C:17]1[N:22]2[N:23]=[CH:24][CH:25]=[C:21]2[N:20]([C@H:26]2[CH2:31][CH2:30][C@H:29]([O:32][CH2:33][CH:34]([OH:36])[CH3:35])[CH2:28][CH2:27]2)[C:19](=[O:37])[C:18]=1[CH2:38][C:39]1[CH:44]=[CH:43][C:42]([C:45]2[C:46]([C:51]#[N:52])=[CH:47][CH:48]=[CH:49][CH:50]=2)=[CH:41][CH:40]=1)[CH2:14][CH2:15][CH3:16]. The product is [CH2:13]([C:17]1[N:22]2[N:23]=[CH:24][CH:25]=[C:21]2[N:20]([C@H:26]2[CH2:31][CH2:30][C@H:29]([O:32][CH2:33][CH:34]([OH:36])[CH3:35])[CH2:28][CH2:27]2)[C:19](=[O:37])[C:18]=1[CH2:38][C:39]1[CH:40]=[CH:41][C:42]([C:45]2[CH:50]=[CH:49][CH:48]=[CH:47][C:46]=2[C:51]2[NH:3][C:4](=[O:7])[O:5][N:52]=2)=[CH:43][CH:44]=1)[CH2:14][CH2:15][CH3:16]. The catalyst is C(OCC)(=O)C. (2) The reactants are Br[C:2]1[CH:3]=[C:4]([O:17][CH2:18][C:19]2[C:24]([F:25])=[CH:23][CH:22]=[CH:21][C:20]=2[F:26])[C:5]2[N:6]([C:8]([C:12]([O:14][CH2:15][CH3:16])=[O:13])=[C:9]([CH3:11])[N:10]=2)[CH:7]=1.[CH:27]([B-](F)(F)F)=[CH2:28].[K+].C(N(CC)CC)C.C(OCC)(=O)C. The catalyst is CC(O)C. The product is [F:26][C:20]1[CH:21]=[CH:22][CH:23]=[C:24]([F:25])[C:19]=1[CH2:18][O:17][C:4]1[C:5]2[N:6]([C:8]([C:12]([O:14][CH2:15][CH3:16])=[O:13])=[C:9]([CH3:11])[N:10]=2)[CH:7]=[C:2]([CH:27]=[CH2:28])[CH:3]=1. The yield is 1.00.